Dataset: Peptide-MHC class I binding affinity with 185,985 pairs from IEDB/IMGT. Task: Regression. Given a peptide amino acid sequence and an MHC pseudo amino acid sequence, predict their binding affinity value. This is MHC class I binding data. (1) The peptide sequence is LLRDKDGVY. The MHC is HLA-A01:01 with pseudo-sequence HLA-A01:01. The binding affinity (normalized) is 0.0847. (2) The peptide sequence is LLTEVETYV. The MHC is HLA-A26:01 with pseudo-sequence HLA-A26:01. The binding affinity (normalized) is 0.0847. (3) The MHC is HLA-B08:02 with pseudo-sequence HLA-B08:02. The binding affinity (normalized) is 0.0847. The peptide sequence is GRRPLKNRK. (4) The peptide sequence is TVYGLGADV. The MHC is HLA-B27:03 with pseudo-sequence HLA-B27:03. The binding affinity (normalized) is 0.0847. (5) The peptide sequence is MLDPRFVKQ. The MHC is HLA-A02:11 with pseudo-sequence HLA-A02:11. The binding affinity (normalized) is 0.433.